From a dataset of Full USPTO retrosynthesis dataset with 1.9M reactions from patents (1976-2016). Predict the reactants needed to synthesize the given product. (1) Given the product [CH3:20][N:19]1[C:15]([C:14]2[C:5]([C:3]([OH:4])=[O:2])=[CH:6][C:7]3[C:12]([CH:13]=2)=[CH:11][CH:10]=[CH:9][CH:8]=3)=[CH:16][N:17]=[CH:18]1, predict the reactants needed to synthesize it. The reactants are: C[O:2][C:3]([C:5]1[C:14]([C:15]2[N:19]([CH3:20])[CH:18]=[N:17][CH:16]=2)=[CH:13][C:12]2[C:7](=[CH:8][CH:9]=[CH:10][CH:11]=2)[CH:6]=1)=[O:4].[OH-].[Na+].Cl. (2) Given the product [Br:19][C:12]1[CH:11]=[CH:10][C:9]2[CH2:8][CH:7]([CH2:1][CH2:2][CH2:3][CH2:4][CH2:5][CH3:6])[CH2:16][CH2:15][C:14]=2[N:13]=1, predict the reactants needed to synthesize it. The reactants are: [CH2:1]([CH:7]1[CH2:16][CH2:15][C:14]2[N:13]=[C:12](O)[CH:11]=[CH:10][C:9]=2[CH2:8]1)[CH2:2][CH2:3][CH2:4][CH2:5][CH3:6].P(Br)(Br)[Br:19].P(Br)(Br)(Br)=O. (3) Given the product [C:1]([O:4][CH:5]1[CH2:22][CH2:21][C:20]2([CH3:23])[CH:7]([CH2:8][CH2:9][C:10]3([CH3:34])[CH:19]2[CH2:18][CH2:17][CH:16]2[C:11]3([CH3:33])[CH2:12][CH2:13][C:14]3([C:30]([N:55]4[CH2:56][CH2:57][CH2:58][C@@H:54]4[C:52]4[O:51][N:50]=[C:49]([C:43]5[CH:44]=[CH:45][CH:46]=[CH:47][CH:48]=5)[N:53]=4)=[O:31])[CH2:26][CH2:25][CH:24]([C:27]([CH3:29])=[CH2:28])[CH:15]32)[C:6]1([CH3:36])[CH3:35])(=[O:3])[CH3:2], predict the reactants needed to synthesize it. The reactants are: [C:1]([O:4][C@H:5]1[CH2:22][CH2:21][C@@:20]2([CH3:23])[C@@H:7]([CH2:8][CH2:9][C@:10]3([CH3:34])[C@@H:19]2[CH2:18][CH2:17][C@H:16]2[C@@:11]3([CH3:33])[CH2:12][CH2:13][C@@:14]3([C:30](O)=[O:31])[CH2:26][CH2:25][C@@H:24]([C:27]([CH3:29])=[CH2:28])[C@@H:15]32)[C:6]1([CH3:36])[CH3:35])(=[O:3])[CH3:2].O1C=CC=C1Cl.[C:43]1([C:49]2[N:53]=[C:52]([C@@H:54]3[CH2:58][CH2:57][CH2:56][NH:55]3)[O:51][N:50]=2)[CH:48]=[CH:47][CH:46]=[CH:45][CH:44]=1. (4) Given the product [Br:1][C:2]1[CH:10]=[C:9]2[C:5]([CH:6]=[C:7]([C:11]([N:33]3[CH2:32][CH2:31][N:30]([S:27]([C:26]([F:36])([F:37])[F:25])(=[O:28])=[O:29])[CH2:35][CH2:34]3)=[O:12])[NH:8]2)=[CH:4][C:3]=1[O:14][CH:15]1[CH2:20][CH2:19][N:18]([CH:21]([CH3:22])[CH3:23])[CH2:17][CH2:16]1, predict the reactants needed to synthesize it. The reactants are: [Br:1][C:2]1[CH:10]=[C:9]2[C:5]([CH:6]=[C:7]([C:11](O)=[O:12])[NH:8]2)=[CH:4][C:3]=1[O:14][CH:15]1[CH2:20][CH2:19][N:18]([CH:21]([CH3:23])[CH3:22])[CH2:17][CH2:16]1.Cl.[F:25][C:26]([F:37])([F:36])[S:27]([N:30]1[CH2:35][CH2:34][NH:33][CH2:32][CH2:31]1)(=[O:29])=[O:28].FC(F)(F)S(Cl)(=O)=O.N1(C(OC(C)(C)C)=O)CCNCC1. (5) Given the product [Cl:1][C:2]1[C:3]2[C:10]([C:19]3([OH:23])[CH2:20][CH2:21][CH2:22][O:17][CH2:18]3)=[CH:9][NH:8][C:4]=2[N:5]=[CH:6][N:7]=1, predict the reactants needed to synthesize it. The reactants are: [Cl:1][C:2]1[C:3]2[C:10](I)=[CH:9][NH:8][C:4]=2[N:5]=[CH:6][N:7]=1.C([Li])CCC.[O:17]1[CH2:22][CH2:21][CH2:20][C:19](=[O:23])[CH2:18]1. (6) Given the product [CH:1]1([CH2:4][O:5][C:6]2[CH:7]=[CH:8][C:9]3[C:13]([CH:14]=2)=[N:12][N:11]([C:15]2[CH:20]=[CH:19][C:18]([O:21][Si:22]([CH:29]([CH3:31])[CH3:30])([CH:26]([CH3:28])[CH3:27])[CH:23]([CH3:25])[CH3:24])=[CH:17][CH:16]=2)[C:10]=3[C:33]#[N:34])[CH2:3][CH2:2]1, predict the reactants needed to synthesize it. The reactants are: [CH:1]1([CH2:4][O:5][C:6]2[CH:7]=[CH:8][C:9]3[C:13]([CH:14]=2)=[N:12][N:11]([C:15]2[CH:20]=[CH:19][C:18]([O:21][Si:22]([CH:29]([CH3:31])[CH3:30])([CH:26]([CH3:28])[CH3:27])[CH:23]([CH3:25])[CH3:24])=[CH:17][CH:16]=2)[C:10]=3I)[CH2:3][CH2:2]1.[CH3:33][N:34](C)C(=O)C. (7) Given the product [CH2:1]([O:8][CH2:9][C@H:10]1[CH:14]([O:15][Si:16]([C:19]([CH3:20])([CH3:22])[CH3:21])([CH3:18])[CH3:17])[CH2:13][C@H:12]([NH:23][C:36]2[N:35]=[C:34]([NH:39][C@@H:40]3[C:48]4[C:43](=[CH:44][CH:45]=[CH:46][CH:47]=4)[CH2:42][C@@H:41]3[O:49][CH3:50])[N:33]=[C:32]([Cl:31])[N:37]=2)[CH2:11]1)[C:2]1[CH:7]=[CH:6][CH:5]=[CH:4][CH:3]=1, predict the reactants needed to synthesize it. The reactants are: [CH2:1]([O:8][CH2:9][C@H:10]1[C@@H:14]([O:15][Si:16]([C:19]([CH3:22])([CH3:21])[CH3:20])([CH3:18])[CH3:17])[CH2:13][C@H:12]([NH2:23])[CH2:11]1)[C:2]1[CH:7]=[CH:6][CH:5]=[CH:4][CH:3]=1.C(N(CC)CC)C.[Cl:31][C:32]1[N:37]=[C:36](Cl)[N:35]=[C:34]([NH:39][C@@H:40]2[C:48]3[C:43](=[CH:44][CH:45]=[CH:46][CH:47]=3)[CH2:42][C@@H:41]2[O:49][CH3:50])[N:33]=1.